From a dataset of Reaction yield outcomes from USPTO patents with 853,638 reactions. Predict the reaction yield, written as a fraction of the theoretical maximum amount of product (1.0 means a 100% yield; for example, 0.34 means a 34% yield). (1) The reactants are [CH3:1][C:2]1[CH:7]=[CH:6][CH:5]=[C:4]([C:8]([F:11])([F:10])[F:9])[N+:3]=1[O-:12].[N+:13]([O-])([OH:15])=[O:14]. The catalyst is OS(O)(=O)=O. The product is [CH3:1][C:2]1[CH:7]=[C:6]([N+:13]([O-:15])=[O:14])[CH:5]=[C:4]([C:8]([F:9])([F:11])[F:10])[N+:3]=1[O-:12]. The yield is 0.800. (2) The reactants are [CH:1]1([C:4]([NH:6][C:7]2[CH:16]=[C:15]3[C:10]([CH:11]=[C:12]([C:19]4[CH:24]=[C:23]([F:25])[CH:22]=[CH:21][C:20]=4[CH3:26])[N+:13]([O-])=[C:14]3[CH3:17])=[CH:9][N:8]=2)=[O:5])[CH2:3][CH2:2]1.FC(F)(F)C(OC(=O)C(F)(F)F)=[O:30]. The product is [F:25][C:23]1[CH:22]=[CH:21][C:20]([CH3:26])=[C:19]([C:12]2[CH:11]=[C:10]3[C:15]([CH:16]=[C:7]([NH:6][C:4]([CH:1]4[CH2:3][CH2:2]4)=[O:5])[N:8]=[CH:9]3)=[C:14]([CH2:17][OH:30])[N:13]=2)[CH:24]=1. The yield is 0.500. The catalyst is ClCCl.